Dataset: Reaction yield outcomes from USPTO patents with 853,638 reactions. Task: Predict the reaction yield, written as a fraction of the theoretical maximum amount of product (1.0 means a 100% yield; for example, 0.34 means a 34% yield). The reactants are [Cl:1][C:2]1[CH:21]=[CH:20][C:5]([CH2:6][N:7]2[CH:12]=[N:11][C:10]([N:13]3[CH2:18][CH2:17][NH:16][CH2:15][CH2:14]3)=[N:9][C:8]2=[O:19])=[CH:4][CH:3]=1.C(N(CC)CC)C.[F:29][C:30]1[CH:38]=[CH:37][C:33]([C:34](Cl)=[O:35])=[CH:32][CH:31]=1.[Cl-].[NH4+]. The catalyst is C(OCC)(=O)C.CN(C)C=O. The product is [Cl:1][C:2]1[CH:21]=[CH:20][C:5]([CH2:6][N:7]2[CH:12]=[N:11][C:10]([N:13]3[CH2:18][CH2:17][N:16]([C:34](=[O:35])[C:33]4[CH:37]=[CH:38][C:30]([F:29])=[CH:31][CH:32]=4)[CH2:15][CH2:14]3)=[N:9][C:8]2=[O:19])=[CH:4][CH:3]=1. The yield is 0.630.